This data is from Reaction yield outcomes from USPTO patents with 853,638 reactions. The task is: Predict the reaction yield, written as a fraction of the theoretical maximum amount of product (1.0 means a 100% yield; for example, 0.34 means a 34% yield). (1) The reactants are [C:1]([C:5]1[O:9][N:8]=[C:7]([NH:10][C:11]([NH:13][C:14]2[CH:19]=[CH:18][CH:17]=[C:16]([O:20][C:21]3[C:30]4[C:25](=[CH:26][C:27]([OH:33])=[C:28]([O:31][CH3:32])[CH:29]=4)[N:24]=[CH:23][N:22]=3)[CH:15]=2)=[O:12])[CH:6]=1)([CH3:4])([CH3:3])[CH3:2].[CH2:34]([C@@H:36]1[O:38][CH2:37]1)Cl.C(=O)([O-])[O-].[Cs+].[Cs+].[I-].[K+]. The catalyst is CN(C)C=O. The product is [C:1]([C:5]1[O:9][N:8]=[C:7]([NH:10][C:11]([NH:13][C:14]2[CH:19]=[CH:18][CH:17]=[C:16]([O:20][C:21]3[C:30]4[C:25](=[CH:26][C:27]([O:33][CH2:34][C@H:36]5[CH2:37][O:38]5)=[C:28]([O:31][CH3:32])[CH:29]=4)[N:24]=[CH:23][N:22]=3)[CH:15]=2)=[O:12])[CH:6]=1)([CH3:4])([CH3:2])[CH3:3]. The yield is 0.150. (2) The reactants are F[C:2]1[CH:7]=[C:6]([CH3:8])[C:5]([N+:9]([O-])=O)=[CH:4][N:3]=1.Cl.[CH:13]12[NH:19][CH:16]([CH2:17][CH2:18]1)[CH2:15][CH2:14]2.C(N(CC)CC)C. The catalyst is C(#N)C. The product is [CH:16]12[N:19]([C:2]3[N:3]=[CH:4][C:5]([NH2:9])=[C:6]([CH3:8])[CH:7]=3)[CH:13]([CH2:18][CH2:17]1)[CH2:14][CH2:15]2. The yield is 0.710. (3) The reactants are [CH3:1][O:2][C:3]([C:5]1[S:6][C:7](Br)=[CH:8][C:9]=1[N:10]([C@H:20]1[CH2:25][CH2:24][C@H:23]([OH:26])[CH2:22][CH2:21]1)[C:11]([C@H:13]1[CH2:18][CH2:17][C@H:16]([CH3:19])[CH2:15][CH2:14]1)=[O:12])=[O:4].[O:28]1[C:32]2([CH2:37][CH2:36][C:35](B(O)O)=[CH:34][CH2:33]2)[O:31][CH2:30][CH2:29]1.C([O-])([O-])=O.[Na+].[Na+]. The catalyst is CN(C=O)C. The product is [CH3:1][O:2][C:3]([C:5]1[S:6][C:7]([C:35]2[CH2:36][CH2:37][C:32]3([O:31][CH2:30][CH2:29][O:28]3)[CH2:33][CH:34]=2)=[CH:8][C:9]=1[N:10]([C@H:20]1[CH2:25][CH2:24][C@H:23]([OH:26])[CH2:22][CH2:21]1)[C:11]([C@H:13]1[CH2:18][CH2:17][C@H:16]([CH3:19])[CH2:15][CH2:14]1)=[O:12])=[O:4]. The yield is 0.920. (4) The reactants are C(=O)([O-])[O-].[Cs+].[Cs+].C(#N)C.[OH:10][C:11]1[CH:12]=[CH:13][C:14]2[C:15](=[O:38])[C@H:16]3[C:33]4[C:28](=[CH:29][C:30]([O:36][CH3:37])=[C:31]([O:34][CH3:35])[CH:32]=4)[O:27][CH2:26][C@H:17]3[O:18][C:19]=2[C:20]=1[CH2:21][CH:22]=[C:23]([CH3:25])[CH3:24].[CH2:39](Br)[C:40]1[CH:45]=[CH:44][CH:43]=[CH:42][CH:41]=1. The catalyst is O. The product is [CH2:39]([O:10][C:11]1[CH:12]=[CH:13][C:14]2[C:15](=[O:38])[CH:16]3[C:33]4[C:28](=[CH:29][C:30]([O:36][CH3:37])=[C:31]([O:34][CH3:35])[CH:32]=4)[O:27][CH2:26][CH:17]3[O:18][C:19]=2[C:20]=1[CH2:21][CH:22]=[C:23]([CH3:25])[CH3:24])[C:40]1[CH:45]=[CH:44][CH:43]=[CH:42][CH:41]=1. The yield is 0.250. (5) The reactants are Br[C:2]1[CH:7]=[C:6]([O:8][CH2:9][C:10]([F:13])([F:12])[F:11])[C:5]([C:14]([F:17])([F:16])[F:15])=[CH:4][C:3]=1[N+:18]([O-:20])=[O:19].[C:21]([Cu])#[N:22].Cl. The catalyst is CN1C(=O)CCC1. The product is [N+:18]([C:3]1[CH:4]=[C:5]([C:14]([F:17])([F:16])[F:15])[C:6]([O:8][CH2:9][C:10]([F:13])([F:12])[F:11])=[CH:7][C:2]=1[C:21]#[N:22])([O-:20])=[O:19]. The yield is 0.850. (6) The reactants are [F:1][C:2]1[CH:7]=[CH:6][C:5]([CH2:8][NH:9][C@@H:10]2[C@@H:16]3[CH2:17][CH2:18][C@@H:12]([C@@H:13]4[C@H:15]3[CH2:14]4)[C@@H:11]2[C:19](OC)=[O:20])=[CH:4][CH:3]=1.[CH3:23][S:24]([NH:27][C:28]1[CH:43]=[CH:42][C:31]2[NH:32][C:33]([CH2:38][C:39](O)=[O:40])=[N:34][S:35](=[O:37])(=[O:36])[C:30]=2[CH:29]=1)(=[O:26])=[O:25].CN1CCOCC1.Cl.CN(C)CCCN=C=NCC.C(N(CC)CC)C. The catalyst is CN(C)C=O.C(OCC)(=O)C. The product is [F:1][C:2]1[CH:3]=[CH:4][C:5]([CH2:8][N:9]2[C:39](=[O:40])[C:38]([C:33]3[NH:32][C:31]4[CH:42]=[CH:43][C:28]([NH:27][S:24]([CH3:23])(=[O:26])=[O:25])=[CH:29][C:30]=4[S:35](=[O:37])(=[O:36])[N:34]=3)=[C:19]([OH:20])[C@@H:11]3[C@H:10]2[C@@H:16]2[CH2:17][CH2:18][C@H:12]3[C@@H:13]3[C@H:15]2[CH2:14]3)=[CH:6][CH:7]=1. The yield is 0.820. (7) The reactants are [CH2:1]([O:3][CH:4]([O:23][CH2:24][CH3:25])[C:5]1[O:13][C:12]2[C:11](B3OC(C)(C)C(C)(C)O3)=[CH:10][N:9]=[CH:8][C:7]=2[CH:6]=1)[CH3:2].I[C:27]1[CH:32]=[CH:31][CH:30]=[C:29]([O:33][C:34]([F:37])([F:36])[F:35])[CH:28]=1.C(=O)([O-])[O-].[Na+].[Na+]. The catalyst is O1CCCC1.O.C1C=CC([P]([Pd]([P](C2C=CC=CC=2)(C2C=CC=CC=2)C2C=CC=CC=2)([P](C2C=CC=CC=2)(C2C=CC=CC=2)C2C=CC=CC=2)[P](C2C=CC=CC=2)(C2C=CC=CC=2)C2C=CC=CC=2)(C2C=CC=CC=2)C2C=CC=CC=2)=CC=1. The product is [CH2:24]([O:23][CH:4]([O:3][CH2:1][CH3:2])[C:5]1[O:13][C:12]2[C:11]([C:31]3[CH:32]=[CH:27][CH:28]=[C:29]([O:33][C:34]([F:35])([F:36])[F:37])[CH:30]=3)=[CH:10][N:9]=[CH:8][C:7]=2[CH:6]=1)[CH3:25]. The yield is 0.890. (8) The reactants are [CH3:1][C@H:2]1[C@:14]23[CH:17]=[C:18]([CH3:21])[C@H:19]([OH:20])[C@@:13]2([OH:22])[C@H:12]([OH:23])[C:11]([CH2:24][OH:25])=[CH:10][C@H:9]([C:15]3=[O:16])[C@@H:5]2[C:6]([CH3:8])([CH3:7])[C@@H:4]2[CH2:3]1.C([O-])(O)=O.[Na+].O.[C:32]1(C)[CH:37]=CC(S(O)(=O)=O)=C[CH:33]=1. The catalyst is CC(C)=O. The product is [CH3:1][C@H:2]1[C:14]23[CH:17]=[C:18]([CH3:21])[C@H:19]([OH:20])[C@@:13]2([OH:22])[C@H:12]2[C:11]([CH2:24][O:25][C:32]([CH3:37])([CH3:33])[O:23]2)=[CH:10][CH:9]([C:15]3=[O:16])[CH:5]2[C:6]([CH3:8])([CH3:7])[CH:4]2[CH2:3]1. The yield is 0.690.